This data is from Catalyst prediction with 721,799 reactions and 888 catalyst types from USPTO. The task is: Predict which catalyst facilitates the given reaction. (1) Reactant: Cl[C:2]1[CH:7]=[CH:6][N:5]=[CH:4][C:3]=1[N+:8]([O-:10])=[O:9].[CH2:11]([NH2:14])[CH2:12][CH3:13]. Product: [N+:8]([C:3]1[CH:4]=[N:5][CH:6]=[CH:7][C:2]=1[NH:14][CH2:11][CH2:12][CH3:13])([O-:10])=[O:9]. The catalyst class is: 14. (2) Reactant: [F:1][C:2]1[CH:8]=[C:7]([N+:9]([O-:11])=[O:10])[CH:6]=[CH:5][C:3]=1N.Br[CH2:13][CH:14]=[CH2:15].N(OC(C)(C)C)=O. Product: [CH2:15]([C:3]1[CH:5]=[CH:6][C:7]([N+:9]([O-:11])=[O:10])=[CH:8][C:2]=1[F:1])[CH:14]=[CH2:13]. The catalyst class is: 23. (3) Reactant: Cl[C:2]([O:4][CH3:5])=[O:3].[Cl:6][C:7]1[CH:8]=[C:9]([NH:14][C:15]([N:17]2[CH2:22][CH2:21][N:20]([C@H:23]([CH2:35][OH:36])[CH2:24][CH2:25][N:26]3[CH2:33][CH2:32][C:29]4([CH2:31][CH2:30]4)[C@H:28]([OH:34])[CH2:27]3)[C:19](=[O:37])[C@@H:18]2[CH3:38])=[O:16])[CH:10]=[CH:11][C:12]=1[Cl:13].C(NCC)C. Product: [CH3:5][O:4][C:2](=[O:3])[O:36][CH2:35][C@@H:23]([N:20]1[CH2:21][CH2:22][N:17]([C:15](=[O:16])[NH:14][C:9]2[CH:10]=[CH:11][C:12]([Cl:13])=[C:7]([Cl:6])[CH:8]=2)[C@@H:18]([CH3:38])[C:19]1=[O:37])[CH2:24][CH2:25][N:26]1[CH2:33][CH2:32][C:29]2([CH2:31][CH2:30]2)[C@H:28]([OH:34])[CH2:27]1. The catalyst class is: 4. (4) Reactant: C1(C)C=CC=CC=1.[CH2:8]([CH:11]1[O:16][C:15](=[O:17])[CH:14]([C:18]2[CH:23]=[CH:22][C:21]([C:24]3[CH:29]=[CH:28][C:27]([CH:30]4[CH2:35][CH2:34][CH:33]([CH2:36][CH2:37][CH3:38])[CH2:32][CH2:31]4)=[C:26]([F:39])[C:25]=3[F:40])=[C:20]([F:41])[C:19]=2[F:42])[CH2:13][CH2:12]1)[CH2:9][CH3:10].[H-].C([Al+]CC(C)C)C(C)C.C1(C)C=CC=CC=1. Product: [CH2:8]([CH:11]1[O:16][CH:15]([OH:17])[CH:14]([C:18]2[CH:23]=[CH:22][C:21]([C:24]3[CH:29]=[CH:28][C:27]([CH:30]4[CH2:35][CH2:34][CH:33]([CH2:36][CH2:37][CH3:38])[CH2:32][CH2:31]4)=[C:26]([F:39])[C:25]=3[F:40])=[C:20]([F:41])[C:19]=2[F:42])[CH2:13][CH2:12]1)[CH2:9][CH3:10]. The catalyst class is: 106. (5) Reactant: C([Li])CCC.C(NC(C)C)(C)C.[Br:13][C:14]1[CH:19]=[CH:18][C:17]([Cl:20])=[CH:16][C:15]=1[F:21].C[O:23]B(OC)OC.C(OO)(=O)C. Product: [Br:13][C:14]1[C:15]([F:21])=[C:16]([OH:23])[C:17]([Cl:20])=[CH:18][CH:19]=1. The catalyst class is: 30. (6) Reactant: [C:1]1([S:7]([C:9]2[CH:17]=[CH:16][C:12]([C:13]([OH:15])=O)=[CH:11][CH:10]=2)=[O:8])[CH:6]=[CH:5][CH:4]=[CH:3][CH:2]=1.[NH2:18][CH2:19][C:20]1[C:21]([OH:28])=[N:22][C:23]([CH3:27])=[CH:24][C:25]=1[CH3:26].CN(C(ON1N=NC2C=CC=NC1=2)=[N+](C)C)C.F[P-](F)(F)(F)(F)F.C(N(CC)CC)C. Product: [OH:28][C:21]1[C:20]([CH2:19][NH:18][C:13](=[O:15])[C:12]2[CH:11]=[CH:10][C:9]([S:7]([C:1]3[CH:2]=[CH:3][CH:4]=[CH:5][CH:6]=3)=[O:8])=[CH:17][CH:16]=2)=[C:25]([CH3:26])[CH:24]=[C:23]([CH3:27])[N:22]=1. The catalyst class is: 46. (7) Reactant: Cl.[CH3:2][O:3][C:4](=[O:17])[C@H:5]([CH2:7][C:8]1[CH:13]=[CH:12][C:11]([N+:14]([O-:16])=[O:15])=[CH:10][CH:9]=1)[NH2:6].[N+:18]([C:21]1[CH:26]=[C:25]([N+:27]([O-:29])=[O:28])[CH:24]=[CH:23][C:22]=1[S:30](Cl)(=[O:32])=[O:31])([O-:20])=[O:19].[N+](C1C=CC=CC=1S(Cl)(=O)=O)([O-])=O.C(N(CC)CC)C. Product: [N+:18]([C:21]1[CH:26]=[C:25]([N+:27]([O-:29])=[O:28])[CH:24]=[CH:23][C:22]=1[S:30]([NH:6][C@H:5]([C:4]([OH:3])=[O:17])[CH2:7][C:8]1[CH:13]=[CH:12][C:11]([N+:14]([O-:16])=[O:15])=[CH:10][CH:9]=1)(=[O:32])=[O:31])([O-:20])=[O:19].[CH3:2][O:3][C:4](=[O:17])[C@H:5]([CH2:7][C:8]1[CH:13]=[CH:12][C:11]([N+:14]([O-:16])=[O:15])=[CH:10][CH:9]=1)[NH:6][S:30]([C:22]1[CH:23]=[CH:24][C:25]([N+:27]([O-:29])=[O:28])=[CH:26][CH:21]=1)(=[O:31])=[O:32]. The catalyst class is: 4. (8) Product: [Cl:1][C:2]1[CH:3]=[C:4]([NH:16][C:17]2[C:26]3[C:21](=[CH:22][C:23]([O:35][CH2:36][CH2:37][O:38][CH3:39])=[C:24]([NH:27][C:28]([C@@H:30]4[CH2:34][CH2:33][CH2:32][N:31]4[C:40](=[O:43])[CH:41]=[CH2:42])=[O:29])[CH:25]=3)[N:20]=[CH:19][N:18]=2)[CH:5]=[CH:6][C:7]=1[O:8][CH2:9][C:10]1[CH:15]=[CH:14][CH:13]=[CH:12][N:11]=1. Reactant: [Cl:1][C:2]1[CH:3]=[C:4]([NH:16][C:17]2[C:26]3[C:21](=[CH:22][C:23]([O:35][CH2:36][CH2:37][O:38][CH3:39])=[C:24]([NH:27][C:28]([C@@H:30]4[CH2:34][CH2:33][CH2:32][NH:31]4)=[O:29])[CH:25]=3)[N:20]=[CH:19][N:18]=2)[CH:5]=[CH:6][C:7]=1[O:8][CH2:9][C:10]1[CH:15]=[CH:14][CH:13]=[CH:12][N:11]=1.[C:40](O)(=[O:43])[CH:41]=[CH2:42].N1C=CC=CC=1.Cl.CN(C)CCCN=C=NCC. The catalyst class is: 1. (9) Reactant: CC1(C)C2C(=C(P(C3C=CC=CC=3)C3C=CC=CC=3)C=CC=2)OC2C(P(C3C=CC=CC=3)C3C=CC=CC=3)=CC=CC1=2.C(=O)([O-])[O-].[Cs+].[Cs+].Cl[C:50]1[CH:51]=[CH:52][C:53]2[CH:59]([CH3:60])[N:58]([CH3:61])[CH2:57][CH:56]([CH2:62][C:63]([F:66])([F:65])[F:64])[O:55][C:54]=2[N:67]=1.[CH3:68][O:69][C:70]1[N:75]=[C:74]([NH2:76])[CH:73]=[CH:72][C:71]=1[C:77]1[CH:78]=[N:79][N:80]([CH3:82])[CH:81]=1. Product: [CH3:68][O:69][C:70]1[N:75]=[C:74]([NH:76][C:50]2[CH:51]=[CH:52][C:53]3[CH:59]([CH3:60])[N:58]([CH3:61])[CH2:57][CH:56]([CH2:62][C:63]([F:66])([F:65])[F:64])[O:55][C:54]=3[N:67]=2)[CH:73]=[CH:72][C:71]=1[C:77]1[CH:78]=[N:79][N:80]([CH3:82])[CH:81]=1. The catalyst class is: 160.